From a dataset of NCI-60 drug combinations with 297,098 pairs across 59 cell lines. Regression. Given two drug SMILES strings and cell line genomic features, predict the synergy score measuring deviation from expected non-interaction effect. (1) Drug 1: CCC1=CC2CC(C3=C(CN(C2)C1)C4=CC=CC=C4N3)(C5=C(C=C6C(=C5)C78CCN9C7C(C=CC9)(C(C(C8N6C)(C(=O)OC)O)OC(=O)C)CC)OC)C(=O)OC.C(C(C(=O)O)O)(C(=O)O)O. Drug 2: CNC(=O)C1=NC=CC(=C1)OC2=CC=C(C=C2)NC(=O)NC3=CC(=C(C=C3)Cl)C(F)(F)F. Cell line: K-562. Synergy scores: CSS=91.8, Synergy_ZIP=4.21, Synergy_Bliss=3.79, Synergy_Loewe=0.790, Synergy_HSA=5.44. (2) Drug 1: CC1=C(N=C(N=C1N)C(CC(=O)N)NCC(C(=O)N)N)C(=O)NC(C(C2=CN=CN2)OC3C(C(C(C(O3)CO)O)O)OC4C(C(C(C(O4)CO)O)OC(=O)N)O)C(=O)NC(C)C(C(C)C(=O)NC(C(C)O)C(=O)NCCC5=NC(=CS5)C6=NC(=CS6)C(=O)NCCC[S+](C)C)O. Drug 2: CS(=O)(=O)OCCCCOS(=O)(=O)C. Cell line: MDA-MB-435. Synergy scores: CSS=-0.741, Synergy_ZIP=4.43, Synergy_Bliss=-4.25, Synergy_Loewe=-1.39, Synergy_HSA=-5.44.